Dataset: Full USPTO retrosynthesis dataset with 1.9M reactions from patents (1976-2016). Task: Predict the reactants needed to synthesize the given product. (1) Given the product [NH:30]1[CH:34]=[CH:33][C:32]([C:27]2[S:28][C:24]([CH2:23][N:20]3[CH2:21][CH2:22][CH:17]([CH2:16][NH:15][C:13](=[O:14])[C:4]4[CH:3]=[C:2]([NH2:1])[C:7]([C:8]#[N:9])=[C:6]([O:10][CH2:11][CH3:12])[N:5]=4)[CH2:18][CH2:19]3)=[CH:25][N:26]=2)=[N:31]1, predict the reactants needed to synthesize it. The reactants are: [NH2:1][C:2]1[C:7]([C:8]#[N:9])=[C:6]([O:10][CH2:11][CH3:12])[N:5]=[C:4]([C:13]([NH:15][CH2:16][CH:17]2[CH2:22][CH2:21][N:20]([CH2:23][C:24]3[S:28][C:27](Br)=[N:26][CH:25]=3)[CH2:19][CH2:18]2)=[O:14])[CH:3]=1.[NH:30]1[CH:34]=[CH:33][C:32](B(O)O)=[N:31]1.C(=O)([O-])[O-].[Na+].[Na+]. (2) The reactants are: [N:1]1([C:7]2[N:12]=[CH:11][C:10](B(O)O)=[CH:9][CH:8]=2)[CH2:6][CH2:5][CH2:4][CH2:3][CH2:2]1.[O-]P([O-])([O-])=O.[K+].[K+].[K+].Cl[C:25]1[CH:26]=[CH:27][C:28]2[N:34]3[CH2:35][C@H:31]([CH2:32][CH2:33]3)[N:30]([C:36]([NH:38][C:39]3[CH:44]=[CH:43][CH:42]=[CH:41][N:40]=3)=[O:37])[C:29]=2[N:45]=1.CC(C1C=C(C(C)C)C(C2C=CC=CC=2P(C2CCCCC2)C2CCCCC2)=C(C(C)C)C=1)C. Given the product [N:1]1([C:7]2[N:12]=[CH:11][C:10]([C:25]3[CH:26]=[CH:27][C:28]4[N:34]5[CH2:35][C@H:31]([CH2:32][CH2:33]5)[N:30]([C:36]([NH:38][C:39]5[CH:44]=[CH:43][CH:42]=[CH:41][N:40]=5)=[O:37])[C:29]=4[N:45]=3)=[CH:9][CH:8]=2)[CH2:6][CH2:5][CH2:4][CH2:3][CH2:2]1, predict the reactants needed to synthesize it. (3) Given the product [Cl:26][CH:2]([C:17]1[C:18]([CH3:23])=[N:19][CH:20]=[CH:21][CH:22]=1)[C:3]1[O:4][C:5]2[CH:11]=[CH:10][C:9]([CH2:12][C:13]([O:15][CH3:16])=[O:14])=[CH:8][C:6]=2[CH:7]=1, predict the reactants needed to synthesize it. The reactants are: O[CH:2]([C:17]1[C:18]([CH3:23])=[N:19][CH:20]=[CH:21][CH:22]=1)[C:3]1[O:4][C:5]2[CH:11]=[CH:10][C:9]([CH2:12][C:13]([O:15][CH3:16])=[O:14])=[CH:8][C:6]=2[CH:7]=1.O=S(Cl)[Cl:26]. (4) Given the product [ClH:18].[Cl:18][C:15]1[CH:16]=[CH:17][C:12]([N:9]2[CH2:8][CH2:7][CH:6]([C:4]([OH:5])=[O:3])[CH2:11][CH2:10]2)=[CH:13][C:14]=1[C:19]1[NH:27][C:22]2[CH:23]=[N:24][CH:25]=[CH:26][C:21]=2[N:20]=1, predict the reactants needed to synthesize it. The reactants are: C([O:3][C:4]([CH:6]1[CH2:11][CH2:10][N:9]([C:12]2[CH:17]=[CH:16][C:15]([Cl:18])=[C:14]([C:19]3[NH:27][C:22]4[CH:23]=[N:24][CH:25]=[CH:26][C:21]=4[N:20]=3)[CH:13]=2)[CH2:8][CH2:7]1)=[O:5])C. (5) Given the product [C:18]1([C:15]2[N:16]=[C:17]3[C:12]([CH2:11][CH2:10][CH2:9][N:8]3[C:6]3[CH:5]=[CH:4][N:3]=[C:2]([NH:32][CH2:31][CH2:30][C:26]4[CH:25]=[N:24][CH:29]=[CH:28][CH:27]=4)[N:7]=3)=[CH:13][CH:14]=2)[CH:23]=[CH:22][CH:21]=[CH:20][CH:19]=1, predict the reactants needed to synthesize it. The reactants are: F[C:2]1[N:7]=[C:6]([N:8]2[C:17]3[C:12](=[CH:13][CH:14]=[C:15]([C:18]4[CH:23]=[CH:22][CH:21]=[CH:20][CH:19]=4)[N:16]=3)[CH2:11][CH2:10][CH2:9]2)[CH:5]=[CH:4][N:3]=1.[N:24]1[CH:29]=[CH:28][CH:27]=[C:26]([CH2:30][CH2:31][NH2:32])[CH:25]=1. (6) Given the product [CH:1]1([C:4]([N:6]2[CH2:10][CH2:9][C@H:8]([NH:11][C:12]3[N:20]=[CH:19][N:18]=[C:17]4[C:13]=3[N:14]=[C:15]([C:32]3[CH:33]=[N:34][C:35]([C:38]([O:40][CH3:41])=[O:39])=[N:36][CH:37]=3)[N:16]4[CH2:21][CH3:22])[CH2:7]2)=[O:5])[CH2:3][CH2:2]1, predict the reactants needed to synthesize it. The reactants are: [CH:1]1([C:4]([N:6]2[CH2:10][CH2:9][C@H:8]([NH:11][C:12]3[N:20]=[CH:19][N:18]=[C:17]4[C:13]=3[N:14]=[C:15](I)[N:16]4[CH2:21][CH3:22])[CH2:7]2)=[O:5])[CH2:3][CH2:2]1.CC1(C)C(C)(C)OB([C:32]2[CH:33]=[N:34][C:35]([C:38]([O:40][CH3:41])=[O:39])=[N:36][CH:37]=2)O1.[F-].[Cs+]. (7) Given the product [C:22]([C:23]1[N:16]=[C:14]([C:13]([O:18][CH2:19][CH3:20])=[O:8])[N:26]([CH2:27][C:28]2[C:33]([CH3:34])=[CH:32][C:31]([CH3:35])=[CH:30][C:29]=2[CH3:36])[N:25]=1)([CH3:38])([CH3:37])[CH3:21], predict the reactants needed to synthesize it. The reactants are: F[B-](F)(F)F.C([O+:8](CC)CC)C.[C:13]([O:18][CH2:19][CH3:20])(=S)[C:14]([NH2:16])=O.[CH3:21][C:22]([CH3:38])([CH3:37])[C:23]([NH:25][NH:26][CH2:27][C:28]1[C:33]([CH3:34])=[CH:32][C:31]([CH3:35])=[CH:30][C:29]=1[CH3:36])=O.C(N(CC)CC)C.